This data is from Full USPTO retrosynthesis dataset with 1.9M reactions from patents (1976-2016). The task is: Predict the reactants needed to synthesize the given product. (1) The reactants are: [CH3:1]I.[CH2:3]([O:5][C:6](=[O:22])[C:7](=[C:13]([SH:21])[NH:14][C:15]1[CH:20]=[CH:19][CH:18]=[CH:17][CH:16]=1)[C:8]([O:10][CH2:11][CH3:12])=[O:9])[CH3:4].[Na]. Given the product [CH2:11]([O:10][C:8](=[O:9])[C:7](=[C:13]([S:21][CH3:1])[NH:14][C:15]1[CH:16]=[CH:17][CH:18]=[CH:19][CH:20]=1)[C:6]([O:5][CH2:3][CH3:4])=[O:22])[CH3:12], predict the reactants needed to synthesize it. (2) Given the product [CH2:1]([O:3][C:4]1[C:9]2[CH:10]=[C:11]([Sn:22]([CH2:23][CH2:24][CH2:25][CH3:26])([CH2:27][CH2:28][CH2:29][CH3:30])[CH2:18][CH2:19][CH2:20][CH3:21])[O:12][C:8]=2[CH:7]=[CH:6][N:5]=1)[CH3:2], predict the reactants needed to synthesize it. The reactants are: [CH2:1]([O:3][C:4]1[C:9]2[CH:10]=[CH:11][O:12][C:8]=2[CH:7]=[CH:6][N:5]=1)[CH3:2].C([Li])CCC.[CH2:18]([Sn:22](Cl)([CH2:27][CH2:28][CH2:29][CH3:30])[CH2:23][CH2:24][CH2:25][CH3:26])[CH2:19][CH2:20][CH3:21].CO. (3) Given the product [C@@H:6]1([O:24][C:25]2[C:26]([O:28][C@H:29]([C@H:32]([CH2:34][OH:35])[OH:33])[C:30]=2[OH:31])=[O:27])[O:7][C@H:8]([CH2:19][OH:20])[C@@H:9]([OH:15])[C@H:10]([OH:11])[C@H:5]1[OH:4], predict the reactants needed to synthesize it. The reactants are: C([O:4][C@@H:5]1[C@@H:10]([O:11]C(=O)C)[C@H:9]([O:15]C(=O)C)[C@@H:8]([CH2:19][O:20]C(=O)C)[O:7][C@H:6]1[O:24][C:25]1[C:26]([O:28][C@H:29]([C@H:32]([CH2:34][OH:35])[OH:33])[C:30]=1[OH:31])=[O:27])(=O)C.C(=O)([O-])[O-].[K+].[K+].